From a dataset of Reaction yield outcomes from USPTO patents with 853,638 reactions. Predict the reaction yield, written as a fraction of the theoretical maximum amount of product (1.0 means a 100% yield; for example, 0.34 means a 34% yield). (1) The reactants are [F:1][C:2]([F:16])([F:15])[O:3][C:4]1[CH:5]=[C:6]2[C:10](=[CH:11][CH:12]=1)[NH:9]C(=O)[C:7]2=[O:14].[OH-].[K+].OO.C(O)(=[O:23])C. The catalyst is O. The product is [NH2:9][C:10]1[CH:11]=[CH:12][C:4]([O:3][C:2]([F:1])([F:16])[F:15])=[CH:5][C:6]=1[C:7]([OH:14])=[O:23]. The yield is 0.870. (2) The reactants are [CH3:1][C:2]([CH3:4])=O.[OH:5][C:6]1[CH:7]=[C:8]([CH:27]=[CH:28][C:29]=1[O:30][CH3:31])/[CH:9]=[C:10]1\[CH2:11][O:12][C:13]2[C:18]([C:19]\1=[O:20])=[C:17]([O:21][CH3:22])[C:16]([O:23][CH3:24])=[C:15]([O:25][CH3:26])[CH:14]=2.C([O-])([O-])=O.[K+].[K+]. The catalyst is C(OCC)(=O)C. The product is [CH2:1]([O:5][C:6]1[CH:7]=[C:8]([CH:27]=[CH:28][C:29]=1[O:30][CH3:31])/[CH:9]=[C:10]1\[CH2:11][O:12][C:13]2[C:18]([C:19]\1=[O:20])=[C:17]([O:21][CH3:22])[C:16]([O:23][CH3:24])=[C:15]([O:25][CH3:26])[CH:14]=2)[C:2]1[CH:4]=[CH:28][CH:29]=[CH:6][CH:7]=1. The yield is 0.790. (3) The reactants are [NH2:1][C:2]1[CH:3]=[C:4]([C:16](=[O:18])[CH3:17])[CH:5]=[CH:6][C:7]=1[O:8][CH2:9][C:10]1[CH:15]=[CH:14][CH:13]=[CH:12][CH:11]=1.[C:19]1([S:25](Cl)(=[O:27])=[O:26])[CH:24]=[CH:23][CH:22]=[CH:21][CH:20]=1. The catalyst is N1C=CC=CC=1.C(Cl)Cl. The product is [C:16]([C:4]1[CH:5]=[CH:6][C:7]([O:8][CH2:9][C:10]2[CH:15]=[CH:14][CH:13]=[CH:12][CH:11]=2)=[C:2]([NH:1][S:25]([C:19]2[CH:24]=[CH:23][CH:22]=[CH:21][CH:20]=2)(=[O:27])=[O:26])[CH:3]=1)(=[O:18])[CH3:17]. The yield is 0.470. (4) The reactants are [N:1]12[CH2:8][CH2:7][C:4]([C:9]([C:17]3[CH:22]=[CH:21][CH:20]=[CH:19][CH:18]=3)([C:11]3[CH:16]=[CH:15][CH:14]=[CH:13][CH:12]=3)[OH:10])([CH2:5][CH2:6]1)[CH2:3][CH2:2]2.[Br:23][CH2:24][CH2:25][CH2:26][C:27]1[CH:32]=[CH:31][CH:30]=[CH:29][CH:28]=1. The catalyst is CC#N. The product is [Br-:23].[OH:10][C:9]([C:17]1[CH:22]=[CH:21][CH:20]=[CH:19][CH:18]=1)([C:11]1[CH:12]=[CH:13][CH:14]=[CH:15][CH:16]=1)[C:4]12[CH2:5][CH2:6][N+:1]([CH2:24][CH2:25][CH2:26][C:27]3[CH:32]=[CH:31][CH:30]=[CH:29][CH:28]=3)([CH2:2][CH2:3]1)[CH2:8][CH2:7]2. The yield is 0.722. (5) The product is [OH:31][C:29]1[C:28]2[C:23](=[C:24]([OH:40])[CH:25]=[C:26]([C:32]3[CH:37]=[CH:36][C:35]([O:38][CH3:39])=[CH:34][CH:33]=3)[CH:27]=2)[N:22]=[C:21]([C:19]([OH:20])=[O:18])[CH:30]=1. The reactants are COC(C1C=C(O)C2C(=C(N)C=CC=2)N=1)=O.C[O:18][C:19]([C:21]1[CH:30]=[C:29]([OH:31])[C:28]2[C:23](=[C:24]([OH:40])[CH:25]=[C:26]([C:32]3[CH:37]=[CH:36][C:35]([O:38][CH3:39])=[CH:34][CH:33]=3)[CH:27]=2)[N:22]=1)=[O:20]. The yield is 0.900. No catalyst specified. (6) The reactants are [CH3:1][C:2]1[CH:7]=[CH:6][C:5]([N+:8]([O-:10])=[O:9])=[CH:4][C:3]=1[NH:11][CH2:12][C:13]1[C:14]([NH2:21])=[N:15][C:16]([S:19][CH3:20])=[N:17][CH:18]=1.C(N(CC)CC)C.Cl[C:30](Cl)([O:32]C(=O)OC(Cl)(Cl)Cl)Cl. The catalyst is C1COCC1.CCOC(C)=O. The product is [CH3:1][C:2]1[CH:7]=[CH:6][C:5]([N+:8]([O-:10])=[O:9])=[CH:4][C:3]=1[N:11]1[CH2:12][C:13]2[C:14](=[N:15][C:16]([S:19][CH3:20])=[N:17][CH:18]=2)[NH:21][C:30]1=[O:32]. The yield is 0.760. (7) The reactants are [C:1]([C:4]1[CH:8]=[CH:7][S:6][CH:5]=1)(=[O:3])[CH3:2].[Cl-].[Al+3].[Cl-].[Cl-].[Br:13]Br.C(=O)([O-])[O-].[Na+].[Na+]. The yield is 0.650. The catalyst is C(OCC)C. The product is [Br:13][CH2:2][C:1]([C:4]1[CH:8]=[CH:7][S:6][CH:5]=1)=[O:3]. (8) The reactants are [Si:1]([O:8][CH2:9][C@@H:10]([N:19]1C(=O)C2C(=CC=CC=2)C1=O)[C:11]1[CH:16]=[CH:15][C:14]([Cl:17])=[C:13]([F:18])[CH:12]=1)([C:4]([CH3:7])([CH3:6])[CH3:5])([CH3:3])[CH3:2].C1COCC1.CO.O.NN. The catalyst is C1COCC1. The product is [Si:1]([O:8][CH2:9][C@H:10]([C:11]1[CH:16]=[CH:15][C:14]([Cl:17])=[C:13]([F:18])[CH:12]=1)[NH2:19])([C:4]([CH3:7])([CH3:6])[CH3:5])([CH3:3])[CH3:2]. The yield is 0.881. (9) The reactants are [F:1][C:2]1[CH:7]=[CH:6][C:5]([C:8](=O)[CH:9]=O)=[CH:4][CH:3]=1.[NH2:12][CH2:13][C:14]([NH2:16])=[O:15]. No catalyst specified. The product is [F:1][C:2]1[CH:3]=[CH:4][C:5]([C:8]2[N:12]=[CH:13][C:14]([OH:15])=[N:16][CH:9]=2)=[CH:6][CH:7]=1. The yield is 0.420.